Dataset: Catalyst prediction with 721,799 reactions and 888 catalyst types from USPTO. Task: Predict which catalyst facilitates the given reaction. (1) Reactant: CS(O[CH2:6][CH2:7][CH2:8][C:9]1[CH:14]=[CH:13][C:12]([Br:15])=[CH:11][CH:10]=1)(=O)=O.[N:16]1([C:22]([O:24][C:25]([CH3:28])([CH3:27])[CH3:26])=[O:23])[CH2:21][CH2:20][NH:19][CH2:18][CH2:17]1.C(N(CC)CC)C. Product: [Br:15][C:12]1[CH:13]=[CH:14][C:9]([CH2:8][CH2:7][CH2:6][N:19]2[CH2:18][CH2:17][N:16]([C:22]([O:24][C:25]([CH3:28])([CH3:27])[CH3:26])=[O:23])[CH2:21][CH2:20]2)=[CH:10][CH:11]=1. The catalyst class is: 10. (2) Reactant: [Cl:1][C:2]1[CH:10]=[C:9]2[C:5]([CH2:6][CH2:7][CH:8]2O)=[CH:4][CH:3]=1.O.C1(C)C=CC(S(O)(=O)=O)=CC=1. Product: [Cl:1][C:2]1[CH:10]=[C:9]2[C:5](=[CH:4][CH:3]=1)[CH2:6][CH:7]=[CH:8]2. The catalyst class is: 11. (3) Reactant: ClC1C=C(Cl)C=CC=1C[O:10][C@@H:11]1[C@@H:15]([CH2:16][O:17]CC2C=CC(Cl)=CC=2Cl)[O:14][C@@H:13]([N:27]2[CH:40]=[C:31]3[CH:32]=[CH:33][C:34]4[C:35](=[O:39])[NH:36][N:37]=[CH:38][C:29]([C:30]=43)=[N:28]2)[C@:12]1([CH3:42])[OH:41].B(Cl)(Cl)Cl. Product: [CH3:42][C@@:12]1([OH:41])[C@H:11]([OH:10])[C@@H:15]([CH2:16][OH:17])[O:14][C@H:13]1[N:27]1[CH:40]=[C:31]2[CH:32]=[CH:33][C:34]3[C:35](=[O:39])[NH:36][N:37]=[CH:38][C:29]([C:30]=32)=[N:28]1. The catalyst class is: 2. (4) Reactant: CO/[CH:3]=[C:4]1/[C:5](=[O:15])[NH:6][C:7](=[O:14])[C:8]2[C:13]/1=[CH:12][CH:11]=[CH:10][CH:9]=2.CN(C=O)C.[N:21]1([CH2:28][C:29]2[CH:30]=[C:31]([CH:33]=[CH:34][CH:35]=2)[NH2:32])[CH2:27][CH2:26][CH2:25][CH2:24][CH2:23][CH2:22]1. Product: [N:21]1([CH2:28][C:29]2[CH:30]=[C:31]([NH:32]/[CH:3]=[C:4]3\[C:5](=[O:15])[NH:6][C:7](=[O:14])[C:8]4[C:13]\3=[CH:12][CH:11]=[CH:10][CH:9]=4)[CH:33]=[CH:34][CH:35]=2)[CH2:27][CH2:26][CH2:25][CH2:24][CH2:23][CH2:22]1. The catalyst class is: 81. (5) Reactant: [CH2:1]([O:3][C:4](=[O:14])[CH2:5][CH2:6][C:7]1[CH:12]=[CH:11][CH:10]=[C:9]([NH2:13])[CH:8]=1)[CH3:2].[N:15]([O-])=O.[Na+].O.O.Cl[Sn]Cl. Product: [CH2:1]([O:3][C:4](=[O:14])[CH2:5][CH2:6][C:7]1[CH:12]=[CH:11][CH:10]=[C:9]([NH:13][NH2:15])[CH:8]=1)[CH3:2]. The catalyst class is: 33. (6) Reactant: [C:1]([CH:3]1[CH2:8][CH2:7][N:6]([C:9](=[O:40])[C@H:10]([NH:14][C:15]([C:17]2[C:25]3[C:20](=[N:21][CH:22]=[C:23]([C:26]#[C:27][Si](C)(C)C)[N:24]=3)[N:19]([CH2:32][O:33][CH2:34][CH2:35][Si:36]([CH3:39])([CH3:38])[CH3:37])[CH:18]=2)=[O:16])[CH:11]2[CH2:13][CH2:12]2)[CH2:5][CH2:4]1)#[N:2].C([O-])([O-])=O.[K+].[K+]. Product: [C:1]([CH:3]1[CH2:8][CH2:7][N:6]([C:9](=[O:40])[C@H:10]([NH:14][C:15]([C:17]2[C:25]3[C:20](=[N:21][CH:22]=[C:23]([C:26]#[CH:27])[N:24]=3)[N:19]([CH2:32][O:33][CH2:34][CH2:35][Si:36]([CH3:37])([CH3:39])[CH3:38])[CH:18]=2)=[O:16])[CH:11]2[CH2:12][CH2:13]2)[CH2:5][CH2:4]1)#[N:2]. The catalyst class is: 5. (7) Reactant: [CH:1]1[C:6]([C:7]2[C:16](=[O:17])[C:15]3[CH:14]=[CH:13][C:12]([OH:18])=[CH:11][C:10]=3[O:9][CH:8]=2)=[CH:5][CH:4]=[C:3]([OH:19])[CH:2]=1.C([OH:22])C. The catalyst class is: 6. Product: [OH:22][C:2]1[CH:1]=[C:6]([CH:5]=[CH:4][C:3]=1[OH:19])[C:7]1[C:16](=[O:17])[C:15]2[C:10](=[CH:11][C:12]([OH:18])=[CH:13][CH:14]=2)[O:9][CH:8]=1. (8) Reactant: [Br:1][C:2]1[C:3](Cl)=[C:4]([Cl:9])[C:5]([NH2:8])=[N:6][CH:7]=1.C([N:18]1[CH2:28][CH2:27][C:21]2([C:25](=[O:26])[NH:24][CH2:23][CH2:22]2)[CH2:20][CH2:19]1)(OC(C)(C)C)=O.[F-].[K+].C(N(CC)CC)C. Product: [NH2:8][C:5]1[C:4]([Cl:9])=[C:3]([N:18]2[CH2:28][CH2:27][C:21]3([C:25](=[O:26])[NH:24][CH2:23][CH2:22]3)[CH2:20][CH2:19]2)[C:2]([Br:1])=[CH:7][N:6]=1. The catalyst class is: 37. (9) Reactant: [NH:1]1[CH2:6][CH2:5][CH2:4][CH2:3][CH:2]1[CH2:7][OH:8].[CH2:9](Br)[C:10]1[CH:15]=[CH:14][CH:13]=[CH:12][CH:11]=1.C(N(C(C)C)CC)(C)C. Product: [CH2:9]([N:1]1[CH2:6][CH2:5][CH2:4][CH2:3][CH:2]1[CH2:7][OH:8])[C:10]1[CH:15]=[CH:14][CH:13]=[CH:12][CH:11]=1. The catalyst class is: 10. (10) Reactant: [CH:1]([C:3]1[CH:4]=[C:5](OB(O)O)[CH:6]=[CH:7][CH:8]=1)=[O:2].C[C:14]1[CH:22]=[C:21](Br)[CH:20]=[CH:19][C:15]=1[C:16]([OH:18])=[O:17].[CH2:24](O)C.C(=O)([O-])O.[Na+]. Product: [CH:1]([C:3]1[CH:4]=[C:5]([C:21]2[CH:20]=[CH:19][C:15]([C:16]([O:18][CH3:24])=[O:17])=[CH:14][CH:22]=2)[CH:6]=[CH:7][CH:8]=1)=[O:2]. The catalyst class is: 109.